This data is from NCI-60 drug combinations with 297,098 pairs across 59 cell lines. The task is: Regression. Given two drug SMILES strings and cell line genomic features, predict the synergy score measuring deviation from expected non-interaction effect. (1) Synergy scores: CSS=51.8, Synergy_ZIP=4.55, Synergy_Bliss=2.98, Synergy_Loewe=-28.9, Synergy_HSA=1.88. Cell line: BT-549. Drug 1: CCCS(=O)(=O)NC1=C(C(=C(C=C1)F)C(=O)C2=CNC3=C2C=C(C=N3)C4=CC=C(C=C4)Cl)F. Drug 2: CC1=C2C(C(=O)C3(C(CC4C(C3C(C(C2(C)C)(CC1OC(=O)C(C(C5=CC=CC=C5)NC(=O)OC(C)(C)C)O)O)OC(=O)C6=CC=CC=C6)(CO4)OC(=O)C)OC)C)OC. (2) Drug 1: C1=CC(=CC=C1CCCC(=O)O)N(CCCl)CCCl. Drug 2: CC1CCC2CC(C(=CC=CC=CC(CC(C(=O)C(C(C(=CC(C(=O)CC(OC(=O)C3CCCCN3C(=O)C(=O)C1(O2)O)C(C)CC4CCC(C(C4)OC)OCCO)C)C)O)OC)C)C)C)OC. Cell line: OVCAR-8. Synergy scores: CSS=35.2, Synergy_ZIP=-3.18, Synergy_Bliss=-0.814, Synergy_Loewe=5.00, Synergy_HSA=7.05. (3) Drug 1: C1C(C(OC1N2C=C(C(=O)NC2=O)F)CO)O. Drug 2: CC1=C(C=C(C=C1)C(=O)NC2=CC(=CC(=C2)C(F)(F)F)N3C=C(N=C3)C)NC4=NC=CC(=N4)C5=CN=CC=C5. Cell line: HT29. Synergy scores: CSS=1.00, Synergy_ZIP=3.46, Synergy_Bliss=7.69, Synergy_Loewe=4.05, Synergy_HSA=3.10. (4) Drug 1: C1=C(C(=O)NC(=O)N1)F. Drug 2: CN(C)C1=NC(=NC(=N1)N(C)C)N(C)C. Cell line: MALME-3M. Synergy scores: CSS=34.0, Synergy_ZIP=6.87, Synergy_Bliss=10.5, Synergy_Loewe=-3.36, Synergy_HSA=5.88. (5) Drug 1: C1=CC(=CC=C1CCCC(=O)O)N(CCCl)CCCl. Drug 2: C1CCC(C(C1)N)N.C(=O)(C(=O)[O-])[O-].[Pt+4]. Cell line: MDA-MB-435. Synergy scores: CSS=3.43, Synergy_ZIP=-3.63, Synergy_Bliss=-4.06, Synergy_Loewe=-12.4, Synergy_HSA=-3.19.